The task is: Predict the reactants needed to synthesize the given product.. This data is from Full USPTO retrosynthesis dataset with 1.9M reactions from patents (1976-2016). (1) Given the product [C:1]([O:9][CH2:10][CH2:11][C:12]1[CH:13]=[CH:14][C:15]([CH2:18][C:20]2[CH:25]=[CH:24][N:23]=[CH:22][C:21]=2[OH:26])=[CH:16][CH:17]=1)(=[O:8])[C:2]1[CH:3]=[CH:4][CH:5]=[CH:6][CH:7]=1, predict the reactants needed to synthesize it. The reactants are: [C:1]([O:9][CH2:10][CH2:11][C:12]1[CH:17]=[CH:16][C:15]([CH:18]([C:20]2[CH:25]=[CH:24][N:23]=[CH:22][C:21]=2[O:26]COC)O)=[CH:14][CH:13]=1)(=[O:8])[C:2]1[CH:7]=[CH:6][CH:5]=[CH:4][CH:3]=1.Cl. (2) Given the product [O:1]1[C:5]2[CH:6]=[CH:7][C:8]([NH:10][C:11]3[C:16]([NH:17][CH:19]([CH3:21])[CH3:18])=[CH:15][CH:14]=[CH:13][N:12]=3)=[CH:9][C:4]=2[O:3][CH2:2]1, predict the reactants needed to synthesize it. The reactants are: [O:1]1[C:5]2[CH:6]=[CH:7][C:8]([NH:10][C:11]3[C:16]([NH2:17])=[CH:15][CH:14]=[CH:13][N:12]=3)=[CH:9][C:4]=2[O:3][CH2:2]1.[CH3:18][C:19]([CH3:21])=O.C(O[BH-](OC(=O)C)OC(=O)C)(=O)C.[Na+].C(O)(=O)C. (3) Given the product [CH:28]1([CH:27]([C:51]([N:12]2[CH2:13][CH2:14][C:15]3[N:16]=[C:8]([C:2]4[CH:3]=[CH:4][CH:5]=[CH:6][CH:7]=4)[O:9][C:10]=3[CH2:11]2)=[O:52])[CH2:26][C:42]([O:45][C:2]([CH3:8])([CH3:7])[CH3:3])=[O:43])[CH2:29][CH2:30]1, predict the reactants needed to synthesize it. The reactants are: Cl.[C:2]1([C:8]2[O:9][C:10]3[CH2:11][NH:12][CH2:13][CH2:14][C:15]=3[N:16]=2)[CH:7]=[CH:6][CH:5]=[CH:4][CH:3]=1.CN(C(ON1N=N[C:27]2[CH:28]=[CH:29][CH:30]=N[C:26]1=2)=[N+](C)C)C.F[P-](F)(F)(F)(F)F.O.[C:42]([O-:45])([O-])=[O:43].[K+].[K+].CN([CH:51]=[O:52])C. (4) Given the product [CH2:33]([C:32]1[CH:42]=[N:41][C:44]([N:16]2[CH2:15][CH2:14][CH:13]([C:9]3[CH:10]=[CH:11][CH:12]=[C:7]([CH2:6][O:5][C:4]4[CH:19]=[CH:20][C:21]([N:23]5[CH:27]=[N:26][N:25]=[N:24]5)=[CH:22][C:3]=4[F:2])[N:8]=3)[CH2:18][CH2:17]2)=[N:30][CH:31]=1)[CH3:35], predict the reactants needed to synthesize it. The reactants are: Cl.[F:2][C:3]1[CH:22]=[C:21]([N:23]2[CH:27]=[N:26][N:25]=[N:24]2)[CH:20]=[CH:19][C:4]=1[O:5][CH2:6][C:7]1[CH:12]=[CH:11][CH:10]=[C:9]([CH:13]2[CH2:18][CH2:17][NH:16][CH2:15][CH2:14]2)[N:8]=1.ClC1N=[CH:33][CH:32]=[CH:31][N:30]=1.[C:35]([O-])(O)=O.[Na+].C[N:41]([CH3:44])[CH:42]=O. (5) Given the product [CH2:1]([N:8]1[CH2:12][CH2:11][C@@H:10]([N:13]([C:32]([O:31][C:27]([CH3:30])([CH3:29])[CH3:28])=[O:33])[C:14]2[N:19]=[CH:18][C:17](/[CH:20]=[CH:21]/[C:22]([O:24][CH2:25][CH3:26])=[O:23])=[CH:16][CH:15]=2)[CH2:9]1)[C:2]1[CH:7]=[CH:6][CH:5]=[CH:4][CH:3]=1, predict the reactants needed to synthesize it. The reactants are: [CH2:1]([N:8]1[CH2:12][CH2:11][C@@H:10]([NH:13][C:14]2[N:19]=[CH:18][C:17](/[CH:20]=[CH:21]/[C:22]([O:24][CH2:25][CH3:26])=[O:23])=[CH:16][CH:15]=2)[CH2:9]1)[C:2]1[CH:7]=[CH:6][CH:5]=[CH:4][CH:3]=1.[C:27]([O:31][C:32](O[C:32]([O:31][C:27]([CH3:30])([CH3:29])[CH3:28])=[O:33])=[O:33])([CH3:30])([CH3:29])[CH3:28].